Dataset: Full USPTO retrosynthesis dataset with 1.9M reactions from patents (1976-2016). Task: Predict the reactants needed to synthesize the given product. (1) Given the product [OH:14][CH2:9]/[CH:10]=[CH:11]/[C:12]#[C:13][C:4]1[CH:3]=[C:2]([C:13]#[C:12]/[CH:11]=[CH:10]/[CH2:9][OH:14])[CH:7]=[CH:6][CH:5]=1, predict the reactants needed to synthesize it. The reactants are: I[C:2]1[CH:7]=[CH:6][CH:5]=[C:4](I)[CH:3]=1.[CH2:9]([OH:14])[CH:10]=[CH:11][C:12]#[CH:13]. (2) Given the product [CH3:27][S:28]([CH2:31][C:32]([O:26][CH:23]([C:5]1[C:6]2[N:7]3[CH2:14][CH2:13][CH2:12][N:11]([C:15]4[CH:20]=[CH:19][C:18]([Cl:21])=[CH:17][C:16]=4[Cl:22])[C:8]3=[N:9][C:10]=2[C:2]([Cl:1])=[CH:3][CH:4]=1)[CH2:24][CH3:25])=[O:33])(=[O:30])=[O:29], predict the reactants needed to synthesize it. The reactants are: [Cl:1][C:2]1[C:10]2[N:9]=[C:8]3[N:11]([C:15]4[CH:20]=[CH:19][C:18]([Cl:21])=[CH:17][C:16]=4[Cl:22])[CH2:12][CH2:13][CH2:14][N:7]3[C:6]=2[C:5]([CH:23]([OH:26])[CH2:24][CH3:25])=[CH:4][CH:3]=1.[CH3:27][S:28]([CH2:31][C:32](O)=[O:33])(=[O:30])=[O:29].C(N(CC)CC)C.Cl.C(N=C=NCCCN(C)C)C. (3) Given the product [CH:33]12[N:36]([C:37]3[CH:38]=[C:39]([CH2:44][N:45]([CH3:47])[CH3:46])[N:40]=[C:41]([C:11]4[CH:10]=[CH:9][C:8]([NH:7][C:5]([NH:4][CH:1]5[CH2:2][CH2:3]5)=[O:6])=[CH:13][CH:12]=4)[N:42]=3)[CH:29]([CH2:35][CH2:34]1)[CH2:30][O:31][CH2:32]2, predict the reactants needed to synthesize it. The reactants are: [CH:1]1([NH:4][C:5]([NH:7][C:8]2[CH:13]=[CH:12][C:11](B3OC(C)(C)C(C)(C)O3)=[CH:10][CH:9]=2)=[O:6])[CH2:3][CH2:2]1.C(=O)([O-])[O-].[Na+].[Na+].[CH:29]12[N:36]([C:37]3[N:42]=[C:41](Cl)[N:40]=[C:39]([CH2:44][N:45]([CH3:47])[CH3:46])[CH:38]=3)[CH:33]([CH2:34][CH2:35]1)[CH2:32][O:31][CH2:30]2. (4) Given the product [NH2:6][C@@:5]([C:14]1[S:15][C:16]([C:19]2[CH:24]=[CH:23][C:22]([O:25][CH2:26][CH2:27][CH2:28][CH2:29][O:30][C:31]3[CH:36]=[CH:35][CH:34]=[CH:33][CH:32]=3)=[C:21]([C:37]([F:39])([F:40])[F:38])[CH:20]=2)=[CH:17][N:18]=1)([CH3:41])[CH2:4][OH:3], predict the reactants needed to synthesize it. The reactants are: CC1(C)[N:6](C(OC(C)(C)C)=O)[C@@:5]([CH3:41])([C:14]2[S:15][C:16]([C:19]3[CH:24]=[CH:23][C:22]([O:25][CH2:26][CH2:27][CH2:28][CH2:29][O:30][C:31]4[CH:36]=[CH:35][CH:34]=[CH:33][CH:32]=4)=[C:21]([C:37]([F:40])([F:39])[F:38])[CH:20]=3)=[CH:17][N:18]=2)[CH2:4][O:3]1. (5) Given the product [Cl:1][C:2]1[CH:7]=[C:6]([Cl:8])[CH:5]=[CH:4][C:3]=1[C:9]([C:10]1[N:14]([CH2:15][CH2:16][CH2:17][OH:18])[C:13]2[C:19]([N:23]([CH2:26][CH3:27])[CH2:24][CH3:25])=[CH:20][CH:21]=[CH:22][C:12]=2[N:11]=1)=[O:28], predict the reactants needed to synthesize it. The reactants are: [Cl:1][C:2]1[CH:7]=[C:6]([Cl:8])[CH:5]=[CH:4][C:3]=1[CH:9]([OH:28])[C:10]1[N:14]([CH2:15][CH2:16][CH2:17][OH:18])[C:13]2[C:19]([N:23]([CH2:26][CH3:27])[CH2:24][CH3:25])=[CH:20][CH:21]=[CH:22][C:12]=2[N:11]=1. (6) Given the product [CH2:1]([O:8][C:9]1[CH:14]=[C:13]([N:15]([CH2:21][CH2:22][CH2:23][CH3:24])[CH2:16][CH2:17][CH2:18][CH2:19][OH:20])[CH:12]=[CH:11][C:10]=1[CH:25]=[CH:26][C:27]1[S:31][C:30]([CH:32]=[CH:41][C:40]2[C:39]([CH3:46])([C:42]([F:45])([F:43])[F:44])[O:38][C:37](=[C:47]([C:48]#[N:49])[C:50]#[N:51])[C:36]=2[C:34]#[N:35])=[CH:29][CH:28]=1)[C:2]1[CH:3]=[CH:4][CH:5]=[CH:6][CH:7]=1, predict the reactants needed to synthesize it. The reactants are: [CH2:1]([O:8][C:9]1[CH:14]=[C:13]([N:15]([CH2:21][CH2:22][CH2:23][CH3:24])[CH2:16][CH2:17][CH2:18][CH2:19][OH:20])[CH:12]=[CH:11][C:10]=1[CH:25]=[CH:26][C:27]1[S:31][C:30]([CH:32]=O)=[CH:29][CH:28]=1)[C:2]1[CH:7]=[CH:6][CH:5]=[CH:4][CH:3]=1.[C:34]([C:36]1[C:37](=[C:47]([C:50]#[N:51])[C:48]#[N:49])[O:38][C:39]([CH3:46])([C:42]([F:45])([F:44])[F:43])[C:40]=1[CH3:41])#[N:35]. (7) Given the product [C:1]([O:5][C:6](=[O:9])[CH2:7]/[N:8]=[CH:13]/[CH2:12][C:11]([CH3:15])([C:16]1[CH:21]=[CH:20][CH:19]=[CH:18][CH:17]=1)[CH3:10])([CH3:4])([CH3:3])[CH3:2], predict the reactants needed to synthesize it. The reactants are: [C:1]([O:5][C:6](=[O:9])[CH2:7][NH2:8])([CH3:4])([CH3:3])[CH3:2].[CH3:10][C:11]([C:16]1[CH:21]=[CH:20][CH:19]=[CH:18][CH:17]=1)([CH3:15])[CH2:12][CH:13]=O. (8) Given the product [Cl:39][C:25]1[C:24]([F:40])=[C:23]([C:9]2[S:8][C:7]([C:5]([NH:4][CH2:3][C:2]([OH:1])([CH3:20])[CH3:21])=[O:6])=[N:11][C:10]=2[C:12]([N:14]2[CH2:18][CH2:17][CH2:16][C@@H:15]2[CH3:19])=[O:13])[CH:28]=[CH:27][C:26]=1[C:29]([OH:38])([C:30]([F:31])([F:32])[F:33])[C:34]([F:36])([F:37])[F:35], predict the reactants needed to synthesize it. The reactants are: [OH:1][C:2]([CH3:21])([CH3:20])[CH2:3][NH:4][C:5]([C:7]1[S:8][CH:9]=[C:10]([C:12]([N:14]2[CH2:18][CH2:17][CH2:16][C@@H:15]2[CH3:19])=[O:13])[N:11]=1)=[O:6].Br[C:23]1[CH:28]=[CH:27][C:26]([C:29]([OH:38])([C:34]([F:37])([F:36])[F:35])[C:30]([F:33])([F:32])[F:31])=[C:25]([Cl:39])[C:24]=1[F:40].